This data is from Forward reaction prediction with 1.9M reactions from USPTO patents (1976-2016). The task is: Predict the product of the given reaction. (1) Given the reactants [C:1]1(=[O:11])[NH:5][C:4](=[O:6])[C:3]2=[CH:7][CH:8]=[CH:9][CH:10]=[C:2]12.[K].[I-].[Na+].Cl[CH2:16][CH2:17][CH2:18][CH2:19][C:20]1[N:21]([CH2:34][CH2:35][CH3:36])[N:22]=[C:23]2[C:32]=1[C:31]1[CH:30]=[CH:29][CH:28]=[CH:27][C:26]=1[N:25]=[C:24]2[NH2:33], predict the reaction product. The product is: [NH2:33][C:24]1[C:23]2=[N:22][N:21]([CH2:34][CH2:35][CH3:36])[C:20]([CH2:19][CH2:18][CH2:17][CH2:16][N:5]3[C:1](=[O:11])[C:2]4[C:3](=[CH:7][CH:8]=[CH:9][CH:10]=4)[C:4]3=[O:6])=[C:32]2[C:31]2[CH:30]=[CH:29][CH:28]=[CH:27][C:26]=2[N:25]=1. (2) Given the reactants [NH2:1][C:2]1[C:7]([N+:8]([O-:10])=[O:9])=[C:6](Cl)[C:5]([Cl:12])=[CH:4][N:3]=1.[N:13]1[CH:18]=[CH:17][CH:16]=[C:15]([CH2:19][N:20]2[CH2:25][CH2:24][NH:23][CH2:22][CH2:21]2)[CH:14]=1.C(N(C(C)C)CC)(C)C, predict the reaction product. The product is: [Cl:12][C:5]1[C:6]([N:23]2[CH2:24][CH2:25][N:20]([CH2:19][C:15]3[CH:14]=[N:13][CH:18]=[CH:17][CH:16]=3)[CH2:21][CH2:22]2)=[C:7]([N+:8]([O-:10])=[O:9])[C:2]([NH2:1])=[N:3][CH:4]=1. (3) The product is: [N:14]1[C:15]2[C:20](=[CH:19][CH:18]=[CH:17][CH:16]=2)[C:11]([CH:8]2[CH2:7][CH2:6][C:5](=[O:4])[CH2:10][CH2:9]2)=[CH:12][CH:13]=1. Given the reactants O1[C:5]2([CH2:10][CH2:9][CH:8]([C:11]3[C:20]4[C:15](=[CH:16][CH:17]=[CH:18][CH:19]=4)[NH:14][C:13](=O)[CH:12]=3)[CH2:7][CH2:6]2)[O:4]CC1.Cl, predict the reaction product. (4) Given the reactants C(O[C:4]([C:6]1([CH2:12][CH2:13]OC)[CH2:11][CH2:10][NH:9][CH2:8][CH2:7]1)=[O:5])C.[C:16]([CH2:20][C:21](Cl)=[O:22])([CH3:19])([CH3:18])[CH3:17].[F:24][C:25]([F:36])([F:35])[CH2:26][O:27][C:28]1[N:33]=[CH:32][C:31]([NH2:34])=[CH:30][CH:29]=1, predict the reaction product. The product is: [CH3:17][C:16]([CH3:19])([CH3:18])[CH2:20][C:21]([N:9]1[CH2:8][CH2:7][C:6]2([C:4](=[O:5])[N:34]([C:31]3[CH:32]=[N:33][C:28]([O:27][CH2:26][C:25]([F:36])([F:24])[F:35])=[CH:29][CH:30]=3)[CH2:13][CH2:12]2)[CH2:11][CH2:10]1)=[O:22]. (5) Given the reactants Br[C:2]1[CH:3]=[C:4]2[C:9](=[CH:10][CH:11]=1)[N:8]=[C:7]([O:12][CH3:13])[CH:6]=[C:5]2[C:14]1[CH:19]=[CH:18][CH:17]=[C:16]([Cl:20])[CH:15]=1.[Li].CON(C)[C:25]([C:27]1[S:28][C:29]([Cl:32])=[CH:30][CH:31]=1)=[O:26].[Cl-].[NH4+], predict the reaction product. The product is: [Cl:20][C:16]1[CH:15]=[C:14]([C:5]2[C:4]3[C:9](=[CH:10][CH:11]=[C:2]([C:25]([C:27]4[S:28][C:29]([Cl:32])=[CH:30][CH:31]=4)=[O:26])[CH:3]=3)[N:8]=[C:7]([O:12][CH3:13])[CH:6]=2)[CH:19]=[CH:18][CH:17]=1. (6) Given the reactants Br[C:2]1[CH:3]=[N:4][CH:5]=[C:6]2[C:11]=1[N:10]=[C:9]([C:12]([NH2:14])=[O:13])[C:8]([CH3:15])=[CH:7]2.[F:16][C:17]([F:29])([F:28])[O:18][C:19]1[CH:24]=[CH:23][C:22](B(O)O)=[CH:21][CH:20]=1, predict the reaction product. The product is: [CH3:15][C:8]1[C:9]([C:12]([NH2:14])=[O:13])=[N:10][C:11]2[C:6]([CH:7]=1)=[CH:5][N:4]=[CH:3][C:2]=2[C:22]1[CH:21]=[CH:20][C:19]([O:18][C:17]([F:16])([F:28])[F:29])=[CH:24][CH:23]=1. (7) Given the reactants [S:1]1[C:5]2[CH:6]=[CH:7][CH:8]=[CH:9][C:4]=2[C:3]([N:10]2[CH2:15][CH2:14][N:13]([CH2:16][CH2:17][C:18]3[CH:26]=[C:25]4[C:21]([CH2:22][CH:23]([N:29]([CH2:33][CH3:34])[C:30](=[O:32])[CH3:31])[C:24]4([CH3:28])[CH3:27])=[CH:20][CH:19]=3)[CH2:12][CH2:11]2)=[N:2]1.[CH3:35][S:36]([OH:39])(=[O:38])=[O:37], predict the reaction product. The product is: [CH3:35][S:36]([OH:39])(=[O:38])=[O:37].[S:1]1[C:5]2[CH:6]=[CH:7][CH:8]=[CH:9][C:4]=2[C:3]([N:10]2[CH2:15][CH2:14][N:13]([CH2:16][CH2:17][C:18]3[CH:26]=[C:25]4[C:21]([CH2:22][CH:23]([N:29]([CH2:33][CH3:34])[C:30](=[O:32])[CH3:31])[C:24]4([CH3:28])[CH3:27])=[CH:20][CH:19]=3)[CH2:12][CH2:11]2)=[N:2]1.